Dataset: Catalyst prediction with 721,799 reactions and 888 catalyst types from USPTO. Task: Predict which catalyst facilitates the given reaction. (1) Reactant: [CH3:1][O:2][CH:3]=[C:4]([C:24]([O:26][CH3:27])=[O:25])[O:5][C:6]1[CH:14]=[CH:13][CH:12]=[C:11]([O:15][C:16]([C:20]([O:22][CH3:23])=[O:21])=[CH:17][O:18][CH3:19])[C:7]=1[C:8]([OH:10])=[O:9].C(=O)([O-])[O-].[K+].[K+].[CH2:34](Br)[C:35]#[CH:36].O. Product: [CH3:19][O:18][CH:17]=[C:16]([C:20]([O:22][CH3:23])=[O:21])[O:15][C:11]1[CH:12]=[CH:13][CH:14]=[C:6]([O:5][C:4]([C:24]([O:26][CH3:27])=[O:25])=[CH:3][O:2][CH3:1])[C:7]=1[C:8]([O:10][CH2:36][C:35]#[CH:34])=[O:9]. The catalyst class is: 115. (2) Reactant: [Cl:1][C:2]1[C:3]([NH:17][CH:18]2[CH2:32][CH:21]3[CH2:22][N:23](C(OC(C)(C)C)=O)[CH2:24][CH:20]3[CH2:19]2)=[N:4][C:5]([NH:8][C:9]2[CH:13]=[C:12]([CH:14]3[CH2:16][CH2:15]3)[NH:11][N:10]=2)=[N:6][CH:7]=1.Cl.CCOC(C)=O. Product: [Cl:1][C:2]1[C:3]([NH:17][CH:18]2[CH2:32][CH:21]3[CH2:22][NH:23][CH2:24][CH:20]3[CH2:19]2)=[N:4][C:5]([NH:8][C:9]2[CH:13]=[C:12]([CH:14]3[CH2:15][CH2:16]3)[NH:11][N:10]=2)=[N:6][CH:7]=1. The catalyst class is: 2. (3) Reactant: [C:1]([C:5]1[CH:6]=[C:7]([CH:11]=[C:12]([C:15]([CH3:18])([CH3:17])[CH3:16])[C:13]=1[OH:14])[C:8](O)=[O:9])([CH3:4])([CH3:3])[CH3:2].S(Cl)([Cl:21])=O. Product: [C:1]([C:5]1[CH:6]=[C:7]([CH:11]=[C:12]([C:15]([CH3:18])([CH3:17])[CH3:16])[C:13]=1[OH:14])[C:8]([Cl:21])=[O:9])([CH3:4])([CH3:3])[CH3:2]. The catalyst class is: 11. (4) Reactant: C([N:8]1[CH2:12][CH2:11][C@@H:10]([NH:13][C:14](=[O:29])[CH2:15][C:16]2[NH:20][C:19]3[CH:21]=[CH:22][CH:23]=[C:24]([C:25]([F:28])([F:27])[F:26])[C:18]=3[N:17]=2)[CH2:9]1)C1C=CC=CC=1.[H][H]. Product: [NH:8]1[CH2:12][CH2:11][C@@H:10]([NH:13][C:14](=[O:29])[CH2:15][C:16]2[NH:20][C:19]3[CH:21]=[CH:22][CH:23]=[C:24]([C:25]([F:26])([F:27])[F:28])[C:18]=3[N:17]=2)[CH2:9]1. The catalyst class is: 19. (5) Reactant: [NH2:1][C:2]1[CH:7]=[CH:6][C:5]([Br:8])=[CH:4][C:3]=1[C:9]([C:11]1[CH:16]=[CH:15][CH:14]=[CH:13][C:12]=1[F:17])=[O:10].Cl[C:19](=[O:39])[CH2:20][NH:21][C:22](=[O:38])[O:23][CH2:24][CH:25]1[C:37]2[CH:36]=[CH:35][CH:34]=[CH:33][C:32]=2[C:31]2[C:26]1=[CH:27][CH:28]=[CH:29][CH:30]=2. Product: [Br:8][C:5]1[CH:6]=[CH:7][C:2]([NH:1][C:19](=[O:39])[CH2:20][NH:21][C:22](=[O:38])[O:23][CH2:24][CH:25]2[C:26]3[CH:27]=[CH:28][CH:29]=[CH:30][C:31]=3[C:32]3[C:37]2=[CH:36][CH:35]=[CH:34][CH:33]=3)=[C:3]([C:9]([C:11]2[CH:16]=[CH:15][CH:14]=[CH:13][C:12]=2[F:17])=[O:10])[CH:4]=1. The catalyst class is: 22. (6) Reactant: [Na].Cl.[NH2:3]O.[F:5][C:6]([CH3:14])([CH3:13])[C:7]([O:11]C)=[CH:8][C:9]#[N:10].Cl.[OH-].[Na+]. Product: [F:5][C:6]([C:7]1[O:11][N:10]=[C:9]([NH2:3])[CH:8]=1)([CH3:14])[CH3:13]. The catalyst class is: 24. (7) Product: [CH3:1][C:2]1([CH3:18])[CH2:3][C:4](=[O:17])[NH:19][C:5]2[S:9][C:8]([N:10]3[CH2:15][CH2:14][O:13][CH2:12][CH2:11]3)=[N:7][C:6]=2[CH2:16]1. Reactant: [CH3:1][C:2]1([CH3:18])[CH2:16][C:6]2[N:7]=[C:8]([N:10]3[CH2:15][CH2:14][O:13][CH2:12][CH2:11]3)[S:9][C:5]=2[C:4](=[O:17])[CH2:3]1.[NH2:19]OS(O)(=O)=O. The catalyst class is: 106.